The task is: Predict the product of the given reaction.. This data is from Forward reaction prediction with 1.9M reactions from USPTO patents (1976-2016). (1) Given the reactants C[O:2][C:3]1[CH:8]=[CH:7][C:6]([N:9]([CH3:16])[C:10]2[CH:15]=[CH:14][CH:13]=[CH:12][N:11]=2)=[CH:5][CH:4]=1.B(Br)(Br)Br, predict the reaction product. The product is: [CH3:16][N:9]([C:10]1[CH:15]=[CH:14][CH:13]=[CH:12][N:11]=1)[C:6]1[CH:5]=[CH:4][C:3]([OH:2])=[CH:8][CH:7]=1. (2) The product is: [C:28]([O:32][C:33]([NH:35][CH2:36][C:37]([NH:2][NH:1][C:3](=[O:9])[C:4]([O:6][CH2:7][CH3:8])=[O:5])=[O:38])=[O:34])([CH3:31])([CH3:30])[CH3:29]. Given the reactants [NH:1]([C:3](=[O:9])[C:4]([O:6][CH2:7][CH3:8])=[O:5])[NH2:2].CCOC1N(C(OCC)=O)C2C(=CC=CC=2)C=C1.[C:28]([O:32][C:33]([NH:35][CH2:36][C:37](O)=[O:38])=[O:34])([CH3:31])([CH3:30])[CH3:29], predict the reaction product. (3) Given the reactants C(N(CC)C(C)C)(C)C.[I:10][C:11]1[N:16]=[CH:15][C:14]([NH2:17])=[CH:13][CH:12]=1.[CH3:18][S:19](Cl)(=[O:21])=[O:20].[OH-].[K+], predict the reaction product. The product is: [I:10][C:11]1[N:16]=[CH:15][C:14]([NH:17][S:19]([CH3:18])(=[O:21])=[O:20])=[CH:13][CH:12]=1.